From a dataset of Catalyst prediction with 721,799 reactions and 888 catalyst types from USPTO. Predict which catalyst facilitates the given reaction. (1) Reactant: O.[C:2]([OH:6])(=[O:5])[CH:3]=O.[Br:7][C:8]1[CH:16]=[C:15]2[C:11]([C:12]([CH2:17][CH2:18][NH2:19])=[CH:13][NH:14]2)=[CH:10][CH:9]=1.BrC1C=CC=C2C=1C(CCN)=CN2.[OH-].[Na+]. Product: [Br:7][C:8]1[CH:16]=[C:15]2[C:11]([C:12]3[CH2:17][CH2:18][NH:19][CH:3]([C:2]([OH:6])=[O:5])[C:13]=3[NH:14]2)=[CH:10][CH:9]=1. The catalyst class is: 33. (2) Reactant: [CH3:1][C:2]1[CH:7]=[CH:6][C:5]([C:8]2[O:9][C:10]([CH3:13])=[N:11][N:12]=2)=[CH:4][C:3]=1[C:14]1[CH:19]=[CH:18][C:17]([C:20](O)=[O:21])=[CH:16][CH:15]=1.C1C=CC2N(O)N=NC=2C=1.Cl.CN(C)CCCN=C=NCC.[CH3:45][CH:46]([NH2:50])[CH:47]([CH3:49])[CH3:48]. Product: [CH3:45][CH:46]([NH:50][C:20]([C:17]1[CH:18]=[CH:19][C:14]([C:3]2[CH:4]=[C:5]([C:8]3[O:9][C:10]([CH3:13])=[N:11][N:12]=3)[CH:6]=[CH:7][C:2]=2[CH3:1])=[CH:15][CH:16]=1)=[O:21])[CH:47]([CH3:49])[CH3:48]. The catalyst class is: 3. (3) Reactant: [CH3:1][O:2][C:3]1[CH:4]=[CH:5][C:6]2[NH:12][C:11](=[O:13])[N:10]([CH:14]3[CH2:19][CH2:18][N:17]([C:20]4[N:25]=[CH:24][N:23]=[C:22]([C:26](O)=[O:27])[CH:21]=4)[CH2:16][CH2:15]3)[CH2:9][CH2:8][C:7]=2[CH:29]=1.[CH3:30][C:31]1[CH:32]=[C:33]([NH2:40])[CH:34]=[C:35]2[C:39]=1[NH:38][N:37]=[CH:36]2.CN(C(ON1N=NC2C=CC=CC1=2)=[N+](C)C)C.[B-](F)(F)(F)F. Product: [CH3:30][C:31]1[CH:32]=[C:33]([NH:40][C:26]([C:22]2[CH:21]=[C:20]([N:17]3[CH2:16][CH2:15][CH:14]([N:10]4[CH2:9][CH2:8][C:7]5[CH:29]=[C:3]([O:2][CH3:1])[CH:4]=[CH:5][C:6]=5[NH:12][C:11]4=[O:13])[CH2:19][CH2:18]3)[N:25]=[CH:24][N:23]=2)=[O:27])[CH:34]=[C:35]2[C:39]=1[NH:38][N:37]=[CH:36]2. The catalyst class is: 3. (4) Reactant: [CH3:1][O:2][C:3](=[O:24])[C:4]1[CH:9]=[CH:8][CH:7]=[C:6]([CH2:10][CH2:11][CH2:12][NH:13][CH2:14][CH2:15][CH2:16][C:17]2[CH:22]=[CH:21][CH:20]=[C:19]([Cl:23])[CH:18]=2)[CH:5]=1.C(N(CC)CC)C.[CH3:32][S:33](Cl)(=[O:35])=[O:34]. Product: [CH3:1][O:2][C:3](=[O:24])[C:4]1[CH:9]=[CH:8][CH:7]=[C:6]([CH2:10][CH2:11][CH2:12][N:13]([CH2:14][CH2:15][CH2:16][C:17]2[CH:22]=[CH:21][CH:20]=[C:19]([Cl:23])[CH:18]=2)[S:33]([CH3:32])(=[O:35])=[O:34])[CH:5]=1. The catalyst class is: 2. (5) Reactant: [Br:1][C:2]1[CH:11]=[C:10]2[C:5]([CH2:6][CH2:7][CH2:8][NH:9]2)=[CH:4][CH:3]=1.[C:12](OC(=O)C)(=[O:14])[CH3:13].N1C=CC=CC=1. Product: [Br:1][C:2]1[CH:11]=[C:10]2[C:5]([CH2:6][CH2:7][CH2:8][N:9]2[C:12](=[O:14])[CH3:13])=[CH:4][CH:3]=1. The catalyst class is: 2. (6) Reactant: [C:1]([O:5][C:6]([N:8]1[CH2:12][C@@H:11]([CH2:13][NH2:14])[CH2:10][C@H:9]1[C:15]([N:17]1[CH2:21][CH2:20][CH2:19][CH2:18]1)=[O:16])=[O:7])([CH3:4])([CH3:3])[CH3:2].[CH:22]1([C:28](Cl)=[O:29])[CH2:27][CH2:26][CH2:25][CH2:24][CH2:23]1.C(N(CC)CC)C. Product: [C:1]([O:5][C:6]([N:8]1[CH2:12][C@@H:11]([CH2:13][NH:14][C:28]([CH:22]2[CH2:27][CH2:26][CH2:25][CH2:24][CH2:23]2)=[O:29])[CH2:10][C@H:9]1[C:15]([N:17]1[CH2:18][CH2:19][CH2:20][CH2:21]1)=[O:16])=[O:7])([CH3:4])([CH3:2])[CH3:3]. The catalyst class is: 4. (7) Reactant: [NH2:1][C@H:2]1[C@H:6]([C:7]2[CH:12]=[CH:11][C:10]([Cl:13])=[C:9]([Cl:14])[CH:8]=2)[CH2:5][N:4]([C:15]([O:17][C:18]([CH3:21])([CH3:20])[CH3:19])=[O:16])[CH2:3]1.O.[C:23]1([CH3:33])[CH:28]=[CH:27][C:26]([S:29]([OH:32])(=[O:31])=[O:30])=[CH:25][CH:24]=1.CCCCCC. Product: [C:23]1([CH3:33])[CH:24]=[CH:25][C:26]([S:29]([OH:32])(=[O:30])=[O:31])=[CH:27][CH:28]=1.[NH2:1][C@H:2]1[C@H:6]([C:7]2[CH:12]=[CH:11][C:10]([Cl:13])=[C:9]([Cl:14])[CH:8]=2)[CH2:5][N:4]([C:15]([O:17][C:18]([CH3:21])([CH3:20])[CH3:19])=[O:16])[CH2:3]1. The catalyst class is: 13. (8) Reactant: [CH3:1][O:2][C:3](=[O:24])[CH2:4][NH:5][C:6]([C:8]1[C:9](=[O:23])[C:10]2[C:15]([C:16]=1[C:17]1[CH:22]=[CH:21][CH:20]=[CH:19][CH:18]=1)=[CH:14][CH:13]=[CH:12][CH:11]=2)=[O:7].[N-]=[N+]=[N-].[Na+].[NH3:29].[C:30]([OH:33])(=O)[CH3:31]. Product: [CH3:1][O:2][C:3](=[O:24])[CH2:4][NH:5][C:6]([C:8]1[N:29]=[C:16]([C:17]2[CH:22]=[CH:21][CH:20]=[CH:19][CH:18]=2)[C:15]2[C:10]([C:9]=1[O:23][C:30](=[O:33])[CH3:31])=[CH:11][CH:12]=[CH:13][CH:14]=2)=[O:7]. The catalyst class is: 82. (9) Reactant: [F:1][C:2]1[CH:27]=[CH:26][C:5]([O:6][C:7]2[CH:12]=[CH:11][CH:10]=[CH:9][C:8]=2[NH:13][C:14]([C:16]2[CH:25]=[CH:24][C:19]([C:20]([O:22][CH3:23])=[O:21])=[CH:18][CH:17]=2)=O)=[C:4]([O:28][CH3:29])[CH:3]=1. Product: [F:1][C:2]1[CH:3]=[C:4]([O:28][CH3:29])[C:5]2[O:6][C:7]3[CH:12]=[CH:11][CH:10]=[CH:9][C:8]=3[N:13]=[C:14]([C:16]3[CH:25]=[CH:24][C:19]([C:20]([O:22][CH3:23])=[O:21])=[CH:18][CH:17]=3)[C:26]=2[CH:27]=1. The catalyst class is: 46. (10) Reactant: [CH3:1][O:2][C:3]([C:5]1[CH:6]=[C:7]([CH3:11])[CH:8]=[CH:9][CH:10]=1)=[O:4].C1C(=O)N([Br:19])C(=O)C1. Product: [Br:19][CH2:11][C:7]1[CH:6]=[C:5]([CH:10]=[CH:9][CH:8]=1)[C:3]([O:2][CH3:1])=[O:4]. The catalyst class is: 340.